From a dataset of Forward reaction prediction with 1.9M reactions from USPTO patents (1976-2016). Predict the product of the given reaction. Given the reactants [NH2:1][C:2]1[CH:34]=[CH:33][C:5]([C:6]([N:8]([C:10]2[CH:15]=[CH:14][CH:13]=[C:12]([NH:16][C:17]3[N:22]=[C:21]([C:23]4[C:31]5[C:26](=[CH:27][CH:28]=[CH:29][CH:30]=5)[NH:25][CH:24]=4)[C:20]([Cl:32])=[CH:19][N:18]=3)[CH:11]=2)[CH3:9])=[O:7])=[CH:4][CH:3]=1.C[CH2:36][N:37]([CH:41]([CH3:43])C)[CH:38](C)C.BrC/C=[CH:47]/[C:48](Cl)=[O:49].CNC, predict the reaction product. The product is: [Cl:32][C:20]1[C:21]([C:23]2[C:31]3[C:26](=[CH:27][CH:28]=[CH:29][CH:30]=3)[NH:25][CH:24]=2)=[N:22][C:17]([NH:16][C:12]2[CH:11]=[C:10]([N:8]([CH3:9])[C:6](=[O:7])[C:5]3[CH:33]=[CH:34][C:2]([NH:1][C:48](=[O:49])/[CH:47]=[CH:43]/[CH2:41][N:37]([CH3:36])[CH3:38])=[CH:3][CH:4]=3)[CH:15]=[CH:14][CH:13]=2)=[N:18][CH:19]=1.